This data is from Forward reaction prediction with 1.9M reactions from USPTO patents (1976-2016). The task is: Predict the product of the given reaction. Given the reactants Br[C:2]1[CH:3]=[C:4]([C:9]([OH:11])=O)[CH:5]=[N:6][C:7]=1Cl.[N:12]1[CH:17]=[CH:16][CH:15]=[C:14]([CH2:18][OH:19])[CH:13]=1.[Cl:20][C:21]1[CH:26]=[CH:25][C:24](B(O)O)=[CH:23][CH:22]=1.[NH2:30][C@@H:31]1[CH2:36][CH2:35][CH2:34][CH2:33][C@H:32]1[OH:37], predict the reaction product. The product is: [Cl:20][C:21]1[CH:26]=[CH:25][C:24]([C:16]2[C:17]([O:11][CH2:9][C:4]3[CH:5]=[N:6][CH:7]=[CH:2][CH:3]=3)=[N:12][CH:13]=[C:14]([CH:15]=2)[C:18]([NH:30][C@@H:31]2[CH2:36][CH2:35][CH2:34][CH2:33][C@H:32]2[OH:37])=[O:19])=[CH:23][CH:22]=1.